Regression. Given a peptide amino acid sequence and an MHC pseudo amino acid sequence, predict their binding affinity value. This is MHC class I binding data. From a dataset of Peptide-MHC class I binding affinity with 185,985 pairs from IEDB/IMGT. (1) The MHC is HLA-A24:02 with pseudo-sequence HLA-A24:02. The peptide sequence is TPGPGTRYPL. The binding affinity (normalized) is 0.0387. (2) The peptide sequence is LQLGFSTGV. The binding affinity (normalized) is 0.986. The MHC is HLA-A02:06 with pseudo-sequence HLA-A02:06. (3) The MHC is HLA-A68:01 with pseudo-sequence HLA-A68:01. The peptide sequence is MTSRMLLNR. The binding affinity (normalized) is 0.630. (4) The peptide sequence is TTEANAGQF. The MHC is HLA-B57:01 with pseudo-sequence HLA-B57:01. The binding affinity (normalized) is 0.0847. (5) The peptide sequence is KTVVNKLFK. The MHC is HLA-A68:01 with pseudo-sequence HLA-A68:01. The binding affinity (normalized) is 0.0626. (6) The peptide sequence is WILWISFAIS. The MHC is HLA-A02:01 with pseudo-sequence HLA-A02:01. The binding affinity (normalized) is 0.0792. (7) The peptide sequence is GTIILNKIV. The MHC is HLA-A68:02 with pseudo-sequence HLA-A68:02. The binding affinity (normalized) is 0.369.